Dataset: Catalyst prediction with 721,799 reactions and 888 catalyst types from USPTO. Task: Predict which catalyst facilitates the given reaction. (1) The catalyst class is: 50. Reactant: [NH2:1][C:2]1[CH:3]=[C:4]([C:12]2[N:13]([C:17]([O:19][C:20]([CH3:23])([CH3:22])[CH3:21])=[O:18])[CH:14]=[CH:15][CH:16]=2)[CH:5]=[C:6]([C:8]([F:11])([F:10])[F:9])[CH:7]=1. Product: [NH2:1][C:2]1[CH:3]=[C:4]([CH:12]2[CH2:16][CH2:15][CH2:14][N:13]2[C:17]([O:19][C:20]([CH3:23])([CH3:22])[CH3:21])=[O:18])[CH:5]=[C:6]([C:8]([F:10])([F:11])[F:9])[CH:7]=1. (2) Reactant: Br[CH2:2][CH:3]=[C:4]([CH3:6])[CH3:5].[CH3:7][N:8]1[C:16]2[N:15]=[C:14]([Cl:17])[NH:13][C:12]=2[C:11](=[O:18])[NH:10][C:9]1=[O:19].CCN(C(C)C)C(C)C.O. Product: [CH3:7][N:8]1[C:16]2[N:15]=[C:14]([Cl:17])[N:13]([CH2:2][CH:3]=[C:4]([CH3:6])[CH3:5])[C:12]=2[C:11](=[O:18])[NH:10][C:9]1=[O:19]. The catalyst class is: 9. (3) Reactant: [C:1]([O:5][C:6]([N:8]1[CH2:13][CH2:12][CH:11]([N:14]2[C:18]3=[N:19][CH:20]=[N:21][C:22](Cl)=[C:17]3[CH:16]=[N:15]2)[CH2:10][CH2:9]1)=[O:7])([CH3:4])([CH3:3])[CH3:2].[CH2:24]([O:26][C:27]1[CH:32]=[CH:31][C:30]([OH:33])=[CH:29][CH:28]=1)[CH3:25].C(=O)([O-])[O-].[K+].[K+].C(OCC)(=O)C. Product: [C:1]([O:5][C:6]([N:8]1[CH2:13][CH2:12][CH:11]([N:14]2[C:18]3=[N:19][CH:20]=[N:21][C:22]([O:33][C:30]4[CH:31]=[CH:32][C:27]([O:26][CH2:24][CH3:25])=[CH:28][CH:29]=4)=[C:17]3[CH:16]=[N:15]2)[CH2:10][CH2:9]1)=[O:7])([CH3:4])([CH3:3])[CH3:2]. The catalyst class is: 35.